Dataset: Retrosynthesis with 50K atom-mapped reactions and 10 reaction types from USPTO. Task: Predict the reactants needed to synthesize the given product. The reactants are: CCOC(C(=O)NCc1ccc(C#N)cc1)c1c(F)cc(Br)cc1F.OB(O)c1ccccc1. Given the product CCOC(C(=O)NCc1ccc(C#N)cc1)c1c(F)cc(-c2ccccc2)cc1F, predict the reactants needed to synthesize it.